From a dataset of Catalyst prediction with 721,799 reactions and 888 catalyst types from USPTO. Predict which catalyst facilitates the given reaction. Reactant: [F:1][CH2:2][CH2:3][O:4][C:5]1[CH:14]=[CH:13][C:8]([C:9]([O:11][CH3:12])=[O:10])=[C:7]([OH:15])[CH:6]=1.[C:16]([O:20][C:21]([N:23]1[CH2:28][CH2:27][CH:26](O)[CH2:25][CH2:24]1)=[O:22])([CH3:19])([CH3:18])[CH3:17].C1(P(C2C=CC=CC=2)C2C=CC=CC=2)C=CC=CC=1.N(C(OCC)=O)=NC(OCC)=O. Product: [C:16]([O:20][C:21]([N:23]1[CH2:28][CH2:27][CH:26]([O:15][C:7]2[CH:6]=[C:5]([O:4][CH2:3][CH2:2][F:1])[CH:14]=[CH:13][C:8]=2[C:9]([O:11][CH3:12])=[O:10])[CH2:25][CH2:24]1)=[O:22])([CH3:19])([CH3:17])[CH3:18]. The catalyst class is: 1.